The task is: Regression. Given a peptide amino acid sequence and an MHC pseudo amino acid sequence, predict their binding affinity value. This is MHC class I binding data.. This data is from Peptide-MHC class I binding affinity with 185,985 pairs from IEDB/IMGT. (1) The peptide sequence is VSEKYTDMY. The MHC is HLA-A02:01 with pseudo-sequence HLA-A02:01. The binding affinity (normalized) is 0.0847. (2) The peptide sequence is VSILLSSLLK. The MHC is HLA-A03:01 with pseudo-sequence HLA-A03:01. The binding affinity (normalized) is 0.779. (3) The peptide sequence is KCNPNLHYW. The MHC is HLA-A03:01 with pseudo-sequence HLA-A03:01. The binding affinity (normalized) is 0.0847. (4) The binding affinity (normalized) is 1.00. The MHC is HLA-A02:01 with pseudo-sequence HLA-A02:01. The peptide sequence is ALLQQTWTL. (5) The peptide sequence is RGYVFQGL. The MHC is HLA-A03:01 with pseudo-sequence HLA-A03:01. The binding affinity (normalized) is 0.